From a dataset of Reaction yield outcomes from USPTO patents with 853,638 reactions. Predict the reaction yield, written as a fraction of the theoretical maximum amount of product (1.0 means a 100% yield; for example, 0.34 means a 34% yield). (1) The reactants are [F:1][C:2]1[CH:25]=[CH:24][CH:23]=[C:22]([F:26])[C:3]=1[O:4][C:5]1[CH:6]=[N:7][N:8]([CH:12]([CH2:16][CH:17]([CH2:20][CH3:21])[CH2:18][CH3:19])[C:13]([OH:15])=O)[C:9](=[O:11])[CH:10]=1.[C:27]([Si:31]([CH3:42])([CH3:41])[O:32][CH2:33][CH2:34][N:35]1[CH:39]=[CH:38][C:37]([NH2:40])=[N:36]1)([CH3:30])([CH3:29])[CH3:28]. No catalyst specified. The product is [C:27]([Si:31]([CH3:42])([CH3:41])[O:32][CH2:33][CH2:34][N:35]1[CH:39]=[CH:38][C:37]([NH:40][C:13](=[O:15])[CH:12]([N:8]2[C:9](=[O:11])[CH:10]=[C:5]([O:4][C:3]3[C:2]([F:1])=[CH:25][CH:24]=[CH:23][C:22]=3[F:26])[CH:6]=[N:7]2)[CH2:16][CH:17]([CH2:20][CH3:21])[CH2:18][CH3:19])=[N:36]1)([CH3:30])([CH3:29])[CH3:28]. The yield is 0.490. (2) The reactants are [CH3:1][C@@H:2]([O:11][CH2:12]/[CH:13]=[CH:14]/[C:15]1[CH:35]=[CH:34][C:18]([CH2:19][N:20]2[CH:24]=[CH:23][CH:22]=[C:21]2[C:25]([C:27]2[CH:32]=[CH:31][C:30]([CH3:33])=[CH:29][CH:28]=2)=[O:26])=[CH:17][CH:16]=1)[C:3](N1CCOCC1)=[O:4].C1C[O:39]CC1.[OH-].[Li+]. The catalyst is CO.O. The product is [CH3:33][C:30]1[CH:29]=[CH:28][C:27]([C:25]([C:21]2[N:20]([CH2:19][C:18]3[CH:34]=[CH:35][C:15](/[CH:14]=[CH:13]/[CH2:12][O:11][C@H:2]([CH3:1])[C:3]([OH:4])=[O:39])=[CH:16][CH:17]=3)[CH:24]=[CH:23][CH:22]=2)=[O:26])=[CH:32][CH:31]=1. The yield is 0.850. (3) The reactants are [NH2:1][C:2]1[N:7]=[CH:6][C:5]([C:8]2[CH:13]=[CH:12][C:11](B(O)O)=[CH:10][C:9]=2[F:17])=[CH:4][CH:3]=1.Br[C:19]1[CH:24]=[CH:23][CH:22]=[CH:21][C:20]=1[S:25]([NH:28][CH:29]1[CH2:34][CH2:33][CH2:32][CH2:31][CH2:30]1)(=[O:27])=[O:26].C([O-])([O-])=O.[K+].[K+].C1COCC1. The catalyst is CCOC(C)=O.C(P(C(C)(C)C)[C-]1C=CC=C1)(C)(C)C.[C-]1(P(C(C)(C)C)C(C)(C)C)C=CC=C1.[Fe+2].[Pd](Cl)Cl. The product is [NH2:1][C:2]1[N:7]=[CH:6][C:5]([C:8]2[CH:13]=[CH:12][C:11]([C:19]3[C:20]([S:25]([NH:28][CH:29]4[CH2:34][CH2:33][CH2:32][CH2:31][CH2:30]4)(=[O:27])=[O:26])=[CH:21][CH:22]=[CH:23][CH:24]=3)=[CH:10][C:9]=2[F:17])=[CH:4][CH:3]=1. The yield is 0.110. (4) No catalyst specified. The product is [CH3:30][C:22]1[CH:21]=[C:20]([C:24]#[N:25])[CH:19]=[N:18][C:17]=1[N:14]1[CH2:13][CH2:12][C:11](=[CH:10][C:9]#[C:8][C:4]2[CH:5]=[CH:6][CH:7]=[C:2]([CH3:1])[N:3]=2)[CH2:16][CH2:15]1. The reactants are [CH3:1][C:2]1[CH:7]=[CH:6][CH:5]=[C:4]([C:8]#[C:9][CH:10]=[C:11]2[CH2:16][CH2:15][N:14]([C:17]3[CH:22]=[CH:21][CH:20]=[CH:19][N:18]=3)[CH2:13][CH2:12]2)[N:3]=1.F[C:24]1C=CC=C[N:25]=1.[CH3:30]N1C(=O)CCC1. The yield is 0.813. (5) The reactants are [Br:1][C:2]1[N:3]=[C:4]([C:9]#[C:10][Si](C)(C)C)[C:5]([NH2:8])=[N:6][CH:7]=1.[H-].[Na+].[C:17]1([CH3:27])[CH:22]=[CH:21][C:20]([S:23](Cl)(=[O:25])=[O:24])=[CH:19][CH:18]=1. The catalyst is CN(C=O)C. The product is [Br:1][C:2]1[N:3]=[C:4]2[CH:9]=[CH:10][N:8]([S:23]([C:20]3[CH:21]=[CH:22][C:17]([CH3:27])=[CH:18][CH:19]=3)(=[O:25])=[O:24])[C:5]2=[N:6][CH:7]=1. The yield is 0.520.